This data is from Full USPTO retrosynthesis dataset with 1.9M reactions from patents (1976-2016). The task is: Predict the reactants needed to synthesize the given product. Given the product [Cl:19][CH2:14][C:13]([C:3]1[CH:4]=[N:5][C:6]2[C:11]([C:2]=1[Cl:1])=[N:10][C:9]([Cl:12])=[CH:8][CH:7]=2)=[O:15], predict the reactants needed to synthesize it. The reactants are: [Cl:1][C:2]1[C:11]2[C:6](=[CH:7][CH:8]=[C:9]([Cl:12])[N:10]=2)[N:5]=[CH:4][C:3]=1[C:13](=[O:15])[CH3:14].I([Cl:19])(=O)=O.I(Cl)(=O)=O.C([N+](C)(C)C)C1C=CC=CC=1.